From a dataset of Full USPTO retrosynthesis dataset with 1.9M reactions from patents (1976-2016). Predict the reactants needed to synthesize the given product. (1) Given the product [S:28]([O-:32])([OH:31])(=[O:30])=[O:29].[CH3:20][N+:3]([CH3:2])([CH2:4][CH2:5][CH2:6][CH2:7][CH2:8][CH2:9][CH2:10][CH3:11])[CH2:12][CH2:13][CH2:14][CH2:15][CH2:16][CH2:17][CH2:18][CH3:19], predict the reactants needed to synthesize it. The reactants are: [Br-].[CH3:2][N+:3]([CH3:20])([CH2:12][CH2:13][CH2:14][CH2:15][CH2:16][CH2:17][CH2:18][CH3:19])[CH2:4][CH2:5][CH2:6][CH2:7][CH2:8][CH2:9][CH2:10][CH3:11].C1(C)C=CC=CC=1.[S:28](=[O:32])(=[O:31])([OH:30])[OH:29]. (2) Given the product [C:14]([C:13]1[CH:19]=[C:20]([NH2:21])[N:1]([C:3]2[CH:4]=[CH:5][C:6]([C:7]([O:9][CH3:10])=[O:8])=[CH:11][CH:12]=2)[N:2]=1)([CH3:17])([CH3:16])[CH3:15], predict the reactants needed to synthesize it. The reactants are: [NH:1]([C:3]1[CH:12]=[CH:11][C:6]([C:7]([O:9][CH3:10])=[O:8])=[CH:5][CH:4]=1)[NH2:2].[C:13]([CH2:19][C:20]#[N:21])(=O)[C:14]([CH3:17])([CH3:16])[CH3:15]. (3) Given the product [CH2:2]([C:4]([S:30]([CH3:33])(=[O:32])=[O:31])([CH2:15][CH2:16][N:17]1[CH:22]=[CH:21][C:20]([C:23]2[CH:28]=[CH:27][CH:26]=[CH:25][CH:24]=2)=[CH:19][C:18]1=[O:29])[C:5]([NH:7][OH:8])=[O:6])[CH3:3], predict the reactants needed to synthesize it. The reactants are: Cl.[CH2:2]([C:4]([S:30]([CH3:33])(=[O:32])=[O:31])([CH2:15][CH2:16][N:17]1[CH:22]=[CH:21][C:20]([C:23]2[CH:28]=[CH:27][CH:26]=[CH:25][CH:24]=2)=[CH:19][C:18]1=[O:29])[C:5]([NH:7][O:8]C1CCCCO1)=[O:6])[CH3:3]. (4) Given the product [Cl:17][CH2:16][CH2:15][CH2:14][O:13][C:8]1[CH:7]=[C:3]2[C:2](=[CH:10][C:9]=1[O:11][CH3:12])[N:1]=[CH:18][NH:21][C:4]2=[O:5], predict the reactants needed to synthesize it. The reactants are: [NH2:1][C:2]1[CH:10]=[C:9]([O:11][CH3:12])[C:8]([O:13][CH2:14][CH2:15][CH2:16][Cl:17])=[CH:7][C:3]=1[C:4](O)=[O:5].[CH:18]([O-])=O.[NH4+:21]. (5) Given the product [Cl:19][C:18]1[C:13]([C:10](=[O:12])[CH2:11][C:26](=[O:27])[C:25]([F:32])([F:31])[F:24])=[N:14][CH:15]=[C:16]([C:20]([F:22])([F:23])[F:21])[CH:17]=1, predict the reactants needed to synthesize it. The reactants are: [O-]CC.[Na+].O1CCCC1.[C:10]([C:13]1[C:18]([Cl:19])=[CH:17][C:16]([C:20]([F:23])([F:22])[F:21])=[CH:15][N:14]=1)(=[O:12])[CH3:11].[F:24][C:25]([F:32])([F:31])[C:26](OCC)=[O:27]. (6) Given the product [C:31]([C:33]1[CH:38]=[C:37]([C:18]2[N:19]([C:24]([O:26][C:27]([CH3:28])([CH3:29])[CH3:30])=[O:25])[CH2:20][CH2:21][O:22][CH:23]=2)[CH:36]=[CH:35][CH:34]=1)#[N:32], predict the reactants needed to synthesize it. The reactants are: O(P(O[C:18]1[N:19]([C:24]([O:26][C:27]([CH3:30])([CH3:29])[CH3:28])=[O:25])[CH2:20][CH2:21][O:22][CH:23]=1)(OC1C=CC=CC=1)=O)C1C=CC=CC=1.[C:31]([C:33]1[CH:34]=[C:35](B(O)O)[CH:36]=[CH:37][CH:38]=1)#[N:32].